From a dataset of Reaction yield outcomes from USPTO patents with 853,638 reactions. Predict the reaction yield, written as a fraction of the theoretical maximum amount of product (1.0 means a 100% yield; for example, 0.34 means a 34% yield). (1) The reactants are [CH3:1][O:2][C:3]1[CH:8]=[CH:7][CH:6]=[C:5]([O:9][CH3:10])[C:4]=1[O:11][CH3:12].[C:13]([O:22][CH3:23])(=[O:21])[CH2:14][CH2:15][CH2:16][CH2:17][C:18]([O-])=[O:19]. No catalyst specified. The product is [CH3:23][O:22][C:13](=[O:21])[CH2:14][CH2:15][CH2:16][CH2:17][C:18](=[O:19])[C:6]1[CH:7]=[CH:8][C:3]([O:2][CH3:1])=[C:4]([O:11][CH3:12])[C:5]=1[O:9][CH3:10]. The yield is 0.930. (2) The reactants are C[N:2]1[C:6]([C:7]([F:10])([F:9])[F:8])=[CH:5][C:4]([NH:11][C:12](=[O:20])OC2C=CC=CC=2)=[N:3]1.[CH3:21][O:22][C:23]1[CH:24]=[C:25]2[C:30](=[CH:31][C:32]=1[O:33][CH2:34][CH2:35][O:36][CH3:37])[N:29]=[CH:28][N:27]=[C:26]2[S:38][C:39]1[CH:40]=[C:41]([CH:43]=[CH:44][CH:45]=1)[NH2:42].[CH:46](N(CC)C(C)C)(C)C. The catalyst is C1COCC1. The product is [CH3:21][O:22][C:23]1[CH:24]=[C:25]2[C:30](=[CH:31][C:32]=1[O:33][CH2:34][CH2:35][O:36][CH3:37])[N:29]=[CH:28][N:27]=[C:26]2[S:38][C:39]1[CH:40]=[C:41]([NH:42][C:12]([NH:11][C:4]2[N:3]([CH3:46])[N:2]=[C:6]([C:7]([F:8])([F:9])[F:10])[CH:5]=2)=[O:20])[CH:43]=[CH:44][CH:45]=1. The yield is 0.0700. (3) The reactants are [Cl:1][C:2]1[C:7]([O:8][CH3:9])=[CH:6][C:5]([O:10][CH3:11])=[C:4]([Cl:12])[C:3]=1[C:13]#[C:14][C:15]1[CH:16]=[N:17][C:18]([NH:21][C:22]2[C:27]([N+:28]([O-])=O)=[CH:26][CH:25]=[CH:24][C:23]=2[CH3:31])=[N:19][CH:20]=1.[Cl-].[NH4+]. The catalyst is C(O)C.O.[Fe]. The product is [Cl:12][C:4]1[C:5]([O:10][CH3:11])=[CH:6][C:7]([O:8][CH3:9])=[C:2]([Cl:1])[C:3]=1[C:13]#[C:14][C:15]1[CH:20]=[N:19][C:18]([NH:21][C:22]2[C:27]([NH2:28])=[CH:26][CH:25]=[CH:24][C:23]=2[CH3:31])=[N:17][CH:16]=1. The yield is 0.350. (4) The reactants are [Li+].CC([N-]C(C)C)C.[CH:9]1([N:12]2[C:16]([C:17]([F:20])([F:19])[F:18])=[CH:15][C:14]([C:21]([O:23][CH2:24][CH3:25])=[O:22])=[N:13]2)[CH2:11][CH2:10]1.[Cl:26][C:27]1[CH:34]=[CH:33][C:30]([CH:31]=[O:32])=[CH:29][CH:28]=1. The catalyst is C1COCC1. The product is [Cl:26][C:27]1[CH:34]=[CH:33][C:30]([CH:31]([OH:32])[C:15]2[C:14]([C:21]([O:23][CH2:24][CH3:25])=[O:22])=[N:13][N:12]([CH:9]3[CH2:10][CH2:11]3)[C:16]=2[C:17]([F:18])([F:19])[F:20])=[CH:29][CH:28]=1. The yield is 0.710.